Dataset: Forward reaction prediction with 1.9M reactions from USPTO patents (1976-2016). Task: Predict the product of the given reaction. Given the reactants [CH2:1]([O:8][C:9]1[CH:10]=[C:11]([CH:24]=[CH:25][C:26]=1[N:27]1[CH2:31][C:30](=[O:32])[N:29](CC[Si](C)(C)C)[S:28]1(=[O:40])=[O:39])[CH2:12][C@@H:13]1[CH2:18][CH2:17][CH2:16][CH2:15][C@H:14]1[NH:19][S:20]([CH3:23])(=[O:22])=[O:21])[C:2]1[CH:7]=[CH:6][CH:5]=[CH:4][CH:3]=1.[F-].[Cs+].C(OCC)(=O)C, predict the reaction product. The product is: [CH2:1]([O:8][C:9]1[CH:10]=[C:11]([CH:24]=[CH:25][C:26]=1[N:27]1[CH2:31][C:30](=[O:32])[NH:29][S:28]1(=[O:39])=[O:40])[CH2:12][C@@H:13]1[CH2:18][CH2:17][CH2:16][CH2:15][C@H:14]1[NH:19][S:20]([CH3:23])(=[O:21])=[O:22])[C:2]1[CH:3]=[CH:4][CH:5]=[CH:6][CH:7]=1.